From a dataset of Full USPTO retrosynthesis dataset with 1.9M reactions from patents (1976-2016). Predict the reactants needed to synthesize the given product. Given the product [CH3:26][N:27]([CH:40]1[CH2:45][CH2:44][N:43]([CH3:46])[CH2:42][CH2:41]1)[S:28]([C:31]1[CH:36]=[CH:35][C:34]2[N:37]([CH3:38])[C:11]([CH2:10][O:9][C:6]3[CH:7]=[CH:8][C:3]([C:1]#[N:2])=[CH:4][CH:5]=3)=[N:39][C:33]=2[CH:32]=1)(=[O:30])=[O:29], predict the reactants needed to synthesize it. The reactants are: [C:1]([C:3]1[CH:8]=[CH:7][C:6]([O:9][CH2:10][C:11](O)=O)=[CH:5][CH:4]=1)#[N:2].C(N1C=CN=C1)(N1C=CN=C1)=O.[CH3:26][N:27]([CH:40]1[CH2:45][CH2:44][N:43]([CH3:46])[CH2:42][CH2:41]1)[S:28]([C:31]1[CH:36]=[CH:35][C:34]([NH:37][CH3:38])=[C:33]([NH2:39])[CH:32]=1)(=[O:30])=[O:29].ClCCl.C(O)C.